Dataset: Forward reaction prediction with 1.9M reactions from USPTO patents (1976-2016). Task: Predict the product of the given reaction. (1) Given the reactants [N:1]1[CH:6]=[CH:5][CH:4]=[CH:3][C:2]=1[C:7]1([OH:15])[CH2:13][CH:12]2[NH:14][CH:9]([CH2:10][CH2:11]2)[CH2:8]1.[CH3:16][O:17][C:18]1[C:23]2[O:24][C@H:25]([CH2:28]OS(C3C=CC(C)=CC=3)(=O)=O)[CH2:26][O:27][C:22]=2[CH:21]=[CH:20][CH:19]=1, predict the reaction product. The product is: [CH3:16][O:17][C:18]1[C:23]2[O:24][C@@H:25]([CH2:28][N:14]3[CH:12]4[CH2:11][CH2:10][CH:9]3[CH2:8][C:7]([C:2]3[CH:3]=[CH:4][CH:5]=[CH:6][N:1]=3)([OH:15])[CH2:13]4)[CH2:26][O:27][C:22]=2[CH:21]=[CH:20][CH:19]=1. (2) Given the reactants [CH3:1][C:2]1[CH:7]=[CH:6][CH:5]=[CH:4][C:3]=1[C:8]1[CH:9]=[N:10][C:11]2[C:16]([C:17]=1[C:18]1[CH:19]=[C:20]([NH2:24])[CH:21]=[CH:22][CH:23]=1)=[CH:15][CH:14]=[CH:13][C:12]=2[C:25]([F:28])([F:27])[F:26].[F:29][C:30]1[CH:35]=[CH:34][CH:33]=[CH:32][C:31]=1[N:36]=[C:37]=[O:38], predict the reaction product. The product is: [F:29][C:30]1[CH:35]=[CH:34][CH:33]=[CH:32][C:31]=1[NH:36][C:37]([NH:24][C:20]1[CH:21]=[CH:22][CH:23]=[C:18]([C:17]2[C:16]3[C:11](=[C:12]([C:25]([F:26])([F:28])[F:27])[CH:13]=[CH:14][CH:15]=3)[N:10]=[CH:9][C:8]=2[C:3]2[CH:4]=[CH:5][CH:6]=[CH:7][C:2]=2[CH3:1])[CH:19]=1)=[O:38].